Dataset: Drug-target binding data from BindingDB using IC50 measurements. Task: Regression. Given a target protein amino acid sequence and a drug SMILES string, predict the binding affinity score between them. We predict pIC50 (pIC50 = -log10(IC50 in M); higher means more potent). Dataset: bindingdb_ic50. The compound is CC(=O)Nc1ccc(/C=C/c2ccc(O)c(O)c2)cc1. The target protein (P53341) has sequence MTISDHPETEPKWWKEATIYQIYPASFKDSNNDGWGDLKGITSKLQYIKDLGVDAIWVCPFYDSPQQDMGYDISNYEKVWPTYGTNEDCFELIDKTHKLGMKFITDLVINHCSTEHEWFKESRSSKTNPKRDWFFWRPPKGYDAEGKPIPPNNWKSFFGGSAWTFDETTNEFYLRLFASRQVDLNWENEDCRRAIFESAVGFWLDHGVDGFRIDTAGLYSKRPGLPDSPIFDKTSKLQHPNWGSHNGPRIHEYHQELHRFMKNRVKDGREIMTVGEVAHGSDNALYTSAARYEVSEVFSFTHVEVGTSPFFRYNIVPFTLKQWKEAIASNFLFINGTDSWATTYIENHDQARSITRFADDSPKYRKISGKLLTLLECSLTGTLYVYQGQEIGQINFKEWPIEKYEDVDVKNNYEIIKKSFGKNSKEMKDFFKGIALLSRDHSRTPMPWTKDKPNAGFTGPDVKPWFLLNESFEQGINVEQESRDDDSVLNFWKRALQARK.... The pIC50 is 3.7.